Task: Predict the reactants needed to synthesize the given product.. Dataset: Full USPTO retrosynthesis dataset with 1.9M reactions from patents (1976-2016) (1) Given the product [CH2:2]([C:23]1[CH:24]=[C:25]2[C:38]3([CH2:42][O:41][C:40]([NH2:43])=[N:39]3)[C:34]3([CH2:37][O:36][CH2:35]3)[C:30]3([CH2:31][CH2:32][CH2:33]3)[O:29][C:26]2=[CH:27][CH:28]=1)[CH:1]([CH3:16])[CH3:6], predict the reactants needed to synthesize it. The reactants are: [C:1]1([C:16]2C=CC=CC=2)[CH:6]=CC=C[C:2]=1P(C(C)(C)C)C(C)(C)C.Br[C:23]1[CH:24]=[C:25]2[C:38]3([CH2:42][O:41][C:40]([N:43](C(OC(C)(C)C)=O)C(OC(C)(C)C)=O)=[N:39]3)[C:34]3([CH2:37][O:36][CH2:35]3)[C:30]3([CH2:33][CH2:32][CH2:31]3)[O:29][C:26]2=[CH:27][CH:28]=1.[Br-].C([Zn+])C(C)C. (2) Given the product [O:63]1[C:67]2[CH:68]=[CH:69][C:70]([C:72]3[S:80][C:79]4[C:78](=[O:81])[N:77]([CH:82]5[CH2:87][CH2:86][N:85]([C:20]([C:19]6[CH:23]=[CH:24][C:16]([C:10]7[C:11]8[CH:12]=[C:13]([O:14][CH3:15])[C:4]([O:3][CH2:1][CH3:2])=[CH:5][C:6]=8[C@H:7]8[CH2:28][S:27][CH2:26][CH2:25][C@H:8]8[N:9]=7)=[CH:17][CH:18]=6)=[O:21])[CH2:84][CH2:83]5)[C:76](=[O:88])[N:75]([CH2:89][C:90]5[CH:95]=[CH:94][C:93]([O:96][CH3:97])=[C:92]([F:98])[CH:91]=5)[C:74]=4[CH:73]=3)=[CH:71][C:66]=2[O:65][CH2:64]1, predict the reactants needed to synthesize it. The reactants are: [CH2:1]([O:3][C:4]1[C:13]([O:14][CH3:15])=[CH:12][C:11]2[C:10]([C:16]3[CH:24]=[CH:23][C:19]([C:20](O)=[O:21])=[CH:18][CH:17]=3)=[N:9][C@@H:8]3[CH2:25][CH2:26][S:27][CH2:28][C@@H:7]3[C:6]=2[CH:5]=1)[CH3:2].CN(C(ON1N=NC2C=CC=NC1=2)=[N+](C)C)C.F[P-](F)(F)(F)(F)F.CCN(C(C)C)C(C)C.Cl.[O:63]1[C:67]2[CH:68]=[CH:69][C:70]([C:72]3[S:80][C:79]4[C:78](=[O:81])[N:77]([CH:82]5[CH2:87][CH2:86][NH:85][CH2:84][CH2:83]5)[C:76](=[O:88])[N:75]([CH2:89][C:90]5[CH:95]=[CH:94][C:93]([O:96][CH3:97])=[C:92]([F:98])[CH:91]=5)[C:74]=4[CH:73]=3)=[CH:71][C:66]=2[O:65][CH2:64]1. (3) Given the product [CH3:31][O:32][CH2:33][C:34]([NH:1][C:2]1[CH:7]=[CH:6][C:5]([C:8]2[N:9]=[C:10]([CH2:13][N:14]3[CH:18]=[C:17]([C:19]([O:21][CH2:22][CH3:23])=[O:20])[CH:16]=[N:15]3)[S:11][CH:12]=2)=[CH:4][CH:3]=1)=[O:35], predict the reactants needed to synthesize it. The reactants are: [NH2:1][C:2]1[CH:7]=[CH:6][C:5]([C:8]2[N:9]=[C:10]([CH2:13][N:14]3[CH:18]=[C:17]([C:19]([O:21][CH2:22][CH3:23])=[O:20])[CH:16]=[N:15]3)[S:11][CH:12]=2)=[CH:4][CH:3]=1.C(N(CC)CC)C.[CH3:31][O:32][CH2:33][C:34](Cl)=[O:35]. (4) Given the product [C:34]([O:38][C:32](=[O:17])[NH:29][C:4]1[S:5][CH:6]=[C:2]([Br:1])[CH:3]=1)([CH3:37])([CH3:36])[CH3:35], predict the reactants needed to synthesize it. The reactants are: [Br:1][C:2]1[CH:3]=[C:4](C(O)=O)[S:5][CH:6]=1.C1(P(N=[N+]=[N-])(C2C=CC=CC=2)=[O:17])C=CC=CC=1.C([N:29]([CH2:32]C)CC)C.[C:34]([OH:38])([CH3:37])([CH3:36])[CH3:35]. (5) Given the product [F:1][C:2]1[CH:3]=[CH:4][C:5]([C:8]2[C:17]([N:18]([CH:20]([CH3:22])[CH3:21])[CH3:19])=[N:16][C:15]3[C:10](=[CH:11][C:12]([OH:27])=[C:13]([C:23]([O:25][CH3:26])=[O:24])[CH:14]=3)[N:9]=2)=[CH:6][CH:7]=1, predict the reactants needed to synthesize it. The reactants are: [F:1][C:2]1[CH:7]=[CH:6][C:5]([C:8]2[C:17]([N:18]([CH:20]([CH3:22])[CH3:21])[CH3:19])=[N:16][C:15]3[C:10](=[CH:11][C:12]([O:27]C)=[C:13]([C:23]([O:25][CH3:26])=[O:24])[CH:14]=3)[N:9]=2)=[CH:4][CH:3]=1.B(Br)(Br)Br. (6) Given the product [F:8][C:6]1[CH:5]=[CH:4][C:3]([N+:9]([O-:11])=[O:10])=[C:2]([NH:12][C:13]2[S:14][CH:15]=[CH:16][C:17]=2[C:18]#[N:19])[CH:7]=1, predict the reactants needed to synthesize it. The reactants are: F[C:2]1[CH:7]=[C:6]([F:8])[CH:5]=[CH:4][C:3]=1[N+:9]([O-:11])=[O:10].[NH2:12][C:13]1[S:14][CH:15]=[CH:16][C:17]=1[C:18]#[N:19].O.[OH-].[Li+]. (7) Given the product [OH:1][C:2]1[CH:3]=[C:4]([CH:8]=[CH:9][C:10]=1[CH3:11])[C:5]([O:7][CH3:17])=[O:6], predict the reactants needed to synthesize it. The reactants are: [OH:1][C:2]1[CH:3]=[C:4]([CH:8]=[CH:9][C:10]=1[CH3:11])[C:5]([O-:7])=[O:6].OS(O)(=O)=O.[CH3:17]O. (8) Given the product [OH:1][C:2]1[CH:11]=[C:10]2[C:5]([CH:6]=[CH:7][N:8]([C:13]3[CH:14]=[C:15]([CH:19]=[CH:20][C:21]=3[CH3:22])[C:16]([O:18][CH3:27])=[O:17])[C:9]2=[O:12])=[CH:4][CH:3]=1, predict the reactants needed to synthesize it. The reactants are: [OH:1][C:2]1[CH:11]=[C:10]2[C:5]([CH:6]=[CH:7][N:8]([C:13]3[CH:14]=[C:15]([CH:19]=[CH:20][C:21]=3[CH3:22])[C:16]([OH:18])=[O:17])[C:9]2=[O:12])=[CH:4][CH:3]=1.S(Cl)(Cl)=O.[CH3:27]N(C=O)C.CO. (9) Given the product [Cl:1][C:2]1[CH:7]=[C:6]([C:8]([F:10])([F:11])[F:9])[CH:5]=[CH:4][C:3]=1[C:12]1[CH:17]=[CH:16][N:15]=[C:14]([NH:18][CH:19]([CH3:23])[CH2:20][O:21][CH3:22])[C:13]=1[NH2:24], predict the reactants needed to synthesize it. The reactants are: [Cl:1][C:2]1[CH:7]=[C:6]([C:8]([F:11])([F:10])[F:9])[CH:5]=[CH:4][C:3]=1[C:12]1[CH:17]=[CH:16][N:15]=[C:14]([NH:18][CH:19]([CH3:23])[CH2:20][O:21][CH3:22])[C:13]=1[N+:24]([O-])=O.[O-]S(S([O-])=O)=O.[Na+].[Na+].